From a dataset of Catalyst prediction with 721,799 reactions and 888 catalyst types from USPTO. Predict which catalyst facilitates the given reaction. Reactant: [NH:1]1[C:5]2[CH:6]=[CH:7][CH:8]=[CH:9][C:4]=2[N:3]=[C:2]1[O:10][C:11]1[CH:16]=[CH:15][C:14]([C:17]2[C:18]3[N:28]=[CH:27][CH:26]=[CH:25][C:19]=3[N:20]3[C:24]=2[CH2:23][CH2:22][CH2:21]3)=[CH:13][CH:12]=1.[C:29]([O-])([O-])=O.[K+].[K+].CI.C([O-])(O)=O.[Na+]. Product: [CH3:29][N:1]1[C:5]2[CH:6]=[CH:7][CH:8]=[CH:9][C:4]=2[N:3]=[C:2]1[O:10][C:11]1[CH:16]=[CH:15][C:14]([C:17]2[C:18]3[N:28]=[CH:27][CH:26]=[CH:25][C:19]=3[N:20]3[C:24]=2[CH2:23][CH2:22][CH2:21]3)=[CH:13][CH:12]=1. The catalyst class is: 3.